From a dataset of Full USPTO retrosynthesis dataset with 1.9M reactions from patents (1976-2016). Predict the reactants needed to synthesize the given product. (1) Given the product [CH3:54][O:53][C:46]1[C:47]([O:51][CH3:52])=[CH:48][CH:49]=[CH:50][C:45]=1[CH2:44][NH:43][C:41]([N:38]1[CH2:37][CH2:36][CH:35]([NH:34][C:33]2[CH:32]=[CH:31][C:30]([CH2:29][CH2:28][NH:27][CH2:26][C@H:25]([OH:57])[CH2:24][O:23][C:22]3[CH:21]=[CH:20][C:19]([OH:18])=[CH:59][CH:58]=3)=[CH:56][CH:55]=2)[CH2:40][CH2:39]1)=[O:42], predict the reactants needed to synthesize it. The reactants are: [Si]([O:18][C:19]1[CH:59]=[CH:58][C:22]([O:23][CH2:24][C@@H:25]([OH:57])[CH2:26][NH:27][CH2:28][CH2:29][C:30]2[CH:56]=[CH:55][C:33]([NH:34][CH:35]3[CH2:40][CH2:39][N:38]([C:41]([NH:43][CH2:44][C:45]4[CH:50]=[CH:49][CH:48]=[C:47]([O:51][CH3:52])[C:46]=4[O:53][CH3:54])=[O:42])[CH2:37][CH2:36]3)=[CH:32][CH:31]=2)=[CH:21][CH:20]=1)(C(C)(C)C)(C1C=CC=CC=1)C1C=CC=CC=1. (2) Given the product [Br:1][C:2]1[CH:3]=[CH:4][C:5]([C:8]([CH:10]2[CH2:11][CH:12]3[S:17][CH:15]([CH2:14][CH2:13]3)[CH2:16]2)=[O:9])=[CH:6][CH:7]=1, predict the reactants needed to synthesize it. The reactants are: [Br:1][C:2]1[CH:7]=[CH:6][C:5]([CH:8]([CH:10]2[CH2:16][CH:15]3[S:17][CH:12]([CH2:13][CH2:14]3)[CH2:11]2)[OH:9])=[CH:4][CH:3]=1.